This data is from Reaction yield outcomes from USPTO patents with 853,638 reactions. The task is: Predict the reaction yield, written as a fraction of the theoretical maximum amount of product (1.0 means a 100% yield; for example, 0.34 means a 34% yield). (1) The reactants are [CH3:1][O:2][C:3](=[O:20])[C:4]1[CH:12]=[CH:11][C:7]([C:8]([NH2:10])=[O:9])=[CH:6][C:5]=1C1C=CC=CC=1O.O.C([O-])([O-])=O.[K+].[K+]. The catalyst is C(OCC)(=O)C. The product is [O:9]1[C:5]2[CH:6]=[CH:7][CH:11]=[CH:12][C:4]=2[N:10]=[C:8]1[C:7]1[CH:6]=[CH:5][C:4]([C:3]([O:2][CH3:1])=[O:20])=[CH:12][CH:11]=1. The yield is 0.450. (2) The reactants are [N:1]12[CH2:9][CH2:8][CH:5]([CH2:6][CH2:7]1)[NH:4][C:3](=O)[CH2:2]2.[H-].[Al+3].[Li+].[H-].[H-].[H-]. The catalyst is O1CCOCC1. The product is [N:1]12[CH2:9][CH2:8][CH:5]([CH2:6][CH2:7]1)[NH:4][CH2:3][CH2:2]2. The yield is 0.900.